From a dataset of Reaction yield outcomes from USPTO patents with 853,638 reactions. Predict the reaction yield, written as a fraction of the theoretical maximum amount of product (1.0 means a 100% yield; for example, 0.34 means a 34% yield). (1) The reactants are C([N:14]1[CH2:17][CH:16]([C:18]2[O:19][C:20]3[CH:27]=[CH:26][CH:25]=[CH:24][C:21]=3[C:22]=2[CH3:23])[CH2:15]1)(C1C=CC=CC=1)C1C=CC=CC=1.[Cl:28]C(OC(Cl)C)=O.CCO. The catalyst is C(Cl)Cl. The product is [ClH:28].[CH3:23][C:22]1[C:21]2[CH:24]=[CH:25][CH:26]=[CH:27][C:20]=2[O:19][C:18]=1[CH:16]1[CH2:15][NH:14][CH2:17]1. The yield is 0.620. (2) The reactants are [Cl:1][C:2]1[CH:3]=[CH:4][C:5]([C:8]([OH:10])=O)=[N:6][CH:7]=1.[Cl-].COC1N=C(OC)N=C([N+]2(C)CCOCC2)N=1.[NH2:29][C:30]1[CH:31]=[C:32]([C:36]2([CH3:46])[CH2:41][N:40]3[CH:42]=[CH:43][N:44]=[C:39]3[C:38]([NH2:45])=[N:37]2)[CH:33]=[CH:34][CH:35]=1.C([O-])([O-])=O.[Na+].[Na+]. The catalyst is CO.O. The product is [NH2:45][C:38]1[C:39]2[N:40]([CH:42]=[CH:43][N:44]=2)[CH2:41][C:36]([C:32]2[CH:31]=[C:30]([NH:29][C:8]([C:5]3[CH:4]=[CH:3][C:2]([Cl:1])=[CH:7][N:6]=3)=[O:10])[CH:35]=[CH:34][CH:33]=2)([CH3:46])[N:37]=1. The yield is 0.610. (3) The product is [CH2:1]([S:8][C:9]1[CH:14]=[C:13]2[C:12](=[CH:11][CH:10]=1)[N:22]([C:23]1[CH:28]=[C:27]([CH3:29])[C:26]([Br:30])=[CH:25][C:24]=1[O:31][CH3:32])[C:17](=[O:18])[CH:16]=[CH:15]2)[C:2]1[CH:3]=[CH:4][CH:5]=[CH:6][CH:7]=1. The yield is 0.910. The catalyst is CO. The reactants are [CH2:1]([S:8][C:9]1[CH:10]=[CH:11][C:12]([NH:22][C:23]2[CH:28]=[C:27]([CH3:29])[C:26]([Br:30])=[CH:25][C:24]=2[O:31][CH3:32])=[C:13](/[CH:15]=[CH:16]/[C:17](OCC)=[O:18])[CH:14]=1)[C:2]1[CH:7]=[CH:6][CH:5]=[CH:4][CH:3]=1.C[O-].[Na+]. (4) The reactants are [F:1][C:2]([F:7])([F:6])[C:3]([OH:5])=[O:4].C(OC([NH:15][CH2:16][CH2:17][CH2:18][O:19][C:20]1[CH:21]=[C:22]2[C:26](=[CH:27][CH:28]=1)[C@H:25]([CH2:29][C:30]([O:32][CH2:33][CH3:34])=[O:31])[CH2:24][CH2:23]2)=O)(C)(C)C. The catalyst is C(Cl)Cl. The product is [F:1][C:2]([F:7])([F:6])[C:3]([OH:5])=[O:4].[NH2:15][CH2:16][CH2:17][CH2:18][O:19][C:20]1[CH:21]=[C:22]2[C:26](=[CH:27][CH:28]=1)[C@H:25]([CH2:29][C:30]([O:32][CH2:33][CH3:34])=[O:31])[CH2:24][CH2:23]2. The yield is 0.940. (5) The reactants are N12CCCN=C1CCCCC2.[Cl:12][C:13]1[CH:18]=[CH:17][C:16]([C:19](=[CH2:24])[C:20]([O:22][CH3:23])=[O:21])=[CH:15][CH:14]=1.[N+:25]([CH:28]([CH3:30])[CH3:29])([O-:27])=[O:26]. The catalyst is CC#N. The product is [Cl:12][C:13]1[CH:14]=[CH:15][C:16]([CH:19]([CH2:24][C:28]([CH3:30])([N+:25]([O-:27])=[O:26])[CH3:29])[C:20]([O:22][CH3:23])=[O:21])=[CH:17][CH:18]=1. The yield is 0.987. (6) The reactants are CS(O)(=O)=O.[NH2:6][CH2:7][C:8]1[CH:9]=[C:10]2[C:14](=[CH:15][CH:16]=1)[C:13](=[O:17])[N:12]([CH:18]1[CH2:23][CH2:22][C:21](=[O:24])[NH:20][C:19]1=[O:25])[CH2:11]2.C1N=CN([C:31]([N:33]2C=N[CH:35]=[CH:34]2)=[O:32])C=1.[Si:38]([O:45][C:46]1[CH:52]=CC(N)=[CH:48][C:47]=1[CH3:53])([C:41]([CH3:44])([CH3:43])[CH3:42])([CH3:40])[CH3:39]. The catalyst is CN(C=O)C. The product is [Si:38]([O:45][C:46]1[CH:52]=[CH:35][C:34]([NH:33][C:31]([NH:6][CH2:7][C:8]2[CH:9]=[C:10]3[C:14](=[CH:15][CH:16]=2)[C:13](=[O:17])[N:12]([CH:18]2[CH2:23][CH2:22][C:21](=[O:24])[NH:20][C:19]2=[O:25])[CH2:11]3)=[O:32])=[CH:48][C:47]=1[CH3:53])([C:41]([CH3:42])([CH3:43])[CH3:44])([CH3:40])[CH3:39]. The yield is 0.550. (7) The reactants are C1CO[C:8]23OCC[O:12][C:3]2([C@:4]2([CH2:27][CH2:26][C@H:25]4[C@@H:15]([CH2:16][C:17](=[C:28]([F:30])[F:29])[CH:18]5[C@:23]4([CH3:24])[CH2:22][CH2:21][CH2:20][CH2:19]5)[C@@H:6]2[CH2:7]3)[CH3:5])O1.C([C@@H]1C2[C@](C)(CCC(=[O:51])C2)[C@@H]2[C@H]([C@H]3[C@@](CC2)(C)C(=O)CC3)C1)#N. No catalyst specified. The product is [F:29][C:28]([F:30])=[C:17]1[CH:18]2[C@:23]([CH3:24])([CH2:22][CH2:21][C:20](=[O:51])[CH2:19]2)[C@@H:25]2[C@H:15]([C@H:6]3[C@@:4]([CH2:27][CH2:26]2)([CH3:5])[C:3](=[O:12])[CH2:8][CH2:7]3)[CH2:16]1. The yield is 0.990. (8) The reactants are [CH:1]1([O:6][CH2:7][C:8]2[C:12]([CH2:13][OH:14])=[C:11]([CH:15]([CH3:17])[CH3:16])[O:10][N:9]=2)[CH2:5][CH2:4][CH2:3][CH2:2]1.O[C:19]1[CH:24]=[CH:23][C:22]([C:25]2[CH:26]=[C:27]3[C:32](=[CH:33][CH:34]=2)[N:31]=[C:30]([C:35]([O:37][CH3:38])=[O:36])[CH:29]=[CH:28]3)=[CH:21][CH:20]=1.C1(P(C2C=CC=CC=2)C2C=CC=CC=2)C=CC=CC=1.N(C(OC(C)C)=O)=NC(OC(C)C)=O. The catalyst is ClCCl. The product is [CH:1]1([O:6][CH2:7][C:8]2[C:12]([CH2:13][O:14][C:19]3[CH:20]=[CH:21][C:22]([C:25]4[CH:26]=[C:27]5[C:32](=[CH:33][CH:34]=4)[N:31]=[C:30]([C:35]([O:37][CH3:38])=[O:36])[CH:29]=[CH:28]5)=[CH:23][CH:24]=3)=[C:11]([CH:15]([CH3:17])[CH3:16])[O:10][N:9]=2)[CH2:2][CH2:3][CH2:4][CH2:5]1. The yield is 0.110. (9) The reactants are [Cl:1][C:2]1[N:3]=[N:4][C:5](Cl)=[CH:6][CH:7]=1.CCN(C(C)C)C(C)C.[CH2:18]1[C@@H:22]2[CH2:23][NH:24][CH2:25][C@@H:21]2[CH2:20][N:19]1[C:26]([O:28][C:29]([CH3:32])([CH3:31])[CH3:30])=[O:27]. The catalyst is C(O)CCC.C(Cl)Cl.O. The product is [Cl:1][C:2]1[N:3]=[N:4][C:5]([N:24]2[CH2:23][C@@H:22]3[CH2:18][N:19]([C:26]([O:28][C:29]([CH3:32])([CH3:31])[CH3:30])=[O:27])[CH2:20][C@@H:21]3[CH2:25]2)=[CH:6][CH:7]=1. The yield is 0.700. (10) The reactants are [NH2:1][C@@H:2]([C:23]1[CH:28]=[CH:27][C:26]([F:29])=[CH:25][C:24]=1[Cl:30])[C:3]1[S:7][C:6]([NH:8][C:9]([C:11]2([C:14]3[CH:22]=[CH:21][C:17]4[O:18][CH2:19][O:20][C:16]=4[CH:15]=3)[CH2:13][CH2:12]2)=[O:10])=[N:5][CH:4]=1.[Si:31]([O:38][C@@H:39]([CH2:43]Cl)[CH2:40][CH:41]=O)([C:34]([CH3:37])([CH3:36])[CH3:35])([CH3:33])[CH3:32].[BH4-].[Na+]. The catalyst is CO.O. The product is [O:18]1[C:17]2[CH:21]=[CH:22][C:14]([C:11]3([C:9]([NH:8][C:6]4[S:7][C:3]([C@@H:2]([N:1]5[CH2:41][CH2:40][C@@H:39]([O:38][Si:31]([C:34]([CH3:36])([CH3:35])[CH3:37])([CH3:32])[CH3:33])[CH2:43]5)[C:23]5[CH:28]=[CH:27][C:26]([F:29])=[CH:25][C:24]=5[Cl:30])=[CH:4][N:5]=4)=[O:10])[CH2:12][CH2:13]3)=[CH:15][C:16]=2[O:20][CH2:19]1. The yield is 0.590.